Dataset: Full USPTO retrosynthesis dataset with 1.9M reactions from patents (1976-2016). Task: Predict the reactants needed to synthesize the given product. (1) The reactants are: [CH:1]([NH2:3])=O.[NH2:4][C:5]1[CH:13]=[CH:12][C:11]([N+:14]([O-:16])=[O:15])=[CH:10][C:6]=1[C:7]([OH:9])=O. Given the product [N+:14]([C:11]1[CH:10]=[C:6]2[C:5](=[CH:13][CH:12]=1)[N:4]=[CH:1][NH:3][C:7]2=[O:9])([O-:16])=[O:15], predict the reactants needed to synthesize it. (2) Given the product [CH:41]1([N:26]([CH2:27][C:28]2[CH:33]=[CH:32][C:31]([CH3:34])=[C:30]([O:35][CH2:36][CH2:37][CH2:38][O:39][CH3:40])[CH:29]=2)[C:25]([C@H:23]2[CH2:22][C@@H:21]([NH:45][C:51]([NH:50][C:46]([CH3:49])([CH3:48])[CH3:47])=[O:52])[CH2:20][NH:19][CH2:24]2)=[O:44])[CH2:42][CH2:43]1, predict the reactants needed to synthesize it. The reactants are: Cl.C1C2C(COC([N:19]3[CH2:24][C@@H:23]([C:25](=[O:44])[N:26]([CH:41]4[CH2:43][CH2:42]4)[CH2:27][C:28]4[CH:33]=[CH:32][C:31]([CH3:34])=[C:30]([O:35][CH2:36][CH2:37][CH2:38][O:39][CH3:40])[CH:29]=4)[CH2:22][C@@H:21]([NH2:45])[CH2:20]3)=O)C3C(=CC=CC=3)C=2C=CC=1.[C:46]([N:50]=[C:51]=[O:52])([CH3:49])([CH3:48])[CH3:47].CCN(C(C)C)C(C)C.ClCCCl. (3) Given the product [CH3:1][O:2][C:3]([C@@H:5]1[CH2:9][C@H:8]([O:10][C:39]2[C:38]3[C:33](=[CH:34][C:35]([O:42][CH3:43])=[CH:36][CH:37]=3)[N:32]=[C:31]([C:25]3[CH:26]=[CH:27][CH:28]=[CH:29][CH:30]=3)[CH:40]=2)[CH2:7][C@H:6]1[C:11](=[O:24])[NH:12][C@H:13]([C:17]([O:19][C:20]([CH3:23])([CH3:22])[CH3:21])=[O:18])[CH2:14][CH2:15][CH3:16])=[O:4], predict the reactants needed to synthesize it. The reactants are: [CH3:1][O:2][C:3]([C@@H:5]1[CH2:9][C@@H:8]([OH:10])[CH2:7][C@H:6]1[C:11](=[O:24])[NH:12][C@H:13]([C:17]([O:19][C:20]([CH3:23])([CH3:22])[CH3:21])=[O:18])[CH2:14][CH2:15][CH3:16])=[O:4].[C:25]1([C:31]2[CH:40]=[C:39](O)[C:38]3[C:33](=[CH:34][C:35]([O:42][CH3:43])=[CH:36][CH:37]=3)[N:32]=2)[CH:30]=[CH:29][CH:28]=[CH:27][CH:26]=1.C1C=CC(P(C2C=CC=CC=2)C2C=CC=CC=2)=CC=1.CC(OC(/N=N/C(OC(C)C)=O)=O)C. (4) Given the product [CH2:9]([O:8][P:4]([CH2:15][C:14]1[CH:17]=[CH:18][C:19]([Cl:20])=[C:12]([Cl:11])[CH:13]=1)(=[O:3])[O:5][CH2:6][CH3:7])[CH3:10], predict the reactants needed to synthesize it. The reactants are: C([O:3][P:4]([O:8][CH2:9][CH3:10])[O:5][CH2:6][CH3:7])C.[Cl:11][C:12]1[CH:13]=[C:14]([CH:17]=[CH:18][C:19]=1[Cl:20])[CH2:15]Br.P([O-])([O-])[O-]. (5) The reactants are: [CH:1]([N:4]1[CH2:9][CH2:8][NH:7][CH2:6][CH2:5]1)([CH3:3])[CH3:2].C(=O)([O-])[O-].[K+].[K+].Br[CH2:17][C:18]([O:20][CH2:21][C:22]1[CH:27]=[CH:26][CH:25]=[CH:24][CH:23]=1)=[O:19]. Given the product [CH:1]([N:4]1[CH2:9][CH2:8][N:7]([CH2:17][C:18]([O:20][CH2:21][C:22]2[CH:27]=[CH:26][CH:25]=[CH:24][CH:23]=2)=[O:19])[CH2:6][CH2:5]1)([CH3:3])[CH3:2], predict the reactants needed to synthesize it. (6) Given the product [CH2:1]([C:3]1[C:4]([C:13]2[O:14][CH:15]=[CH:16][CH:17]=2)=[N:5][C:6]([NH2:12])=[N:7][C:8]=1[S:9][CH2:11][CH2:24][C:19]1[CH:20]=[CH:21][CH:22]=[CH:23][N:18]=1)[CH3:2], predict the reactants needed to synthesize it. The reactants are: [CH2:1]([C:3]1[C:4]([C:13]2[O:14][CH:15]=[CH:16][CH:17]=2)=[N:5][C:6]([NH2:12])=[N:7][C:8]=1[S:9]([CH3:11])=O)[CH3:2].[N:18]1[CH:23]=[CH:22][CH:21]=[CH:20][C:19]=1[CH2:24]CS.C1CCN2C(=NCCC2)CC1. (7) Given the product [CH3:1][O:2][C:3]([C:5]1[CH:6]=[C:7]([F:19])[C:8]([F:18])=[C:9]2[C:13]=1[NH:12][C:11]([CH3:14])=[CH:10]2)=[O:4], predict the reactants needed to synthesize it. The reactants are: [CH3:1][O:2][C:3]([C:5]1[CH:6]=[C:7]([F:19])[C:8]([F:18])=[C:9]2[C:13]=1[NH:12][C:11]([CH3:14])=[C:10]2SCC)=[O:4].